Dataset: Catalyst prediction with 721,799 reactions and 888 catalyst types from USPTO. Task: Predict which catalyst facilitates the given reaction. (1) Reactant: [CH2:1]1[C:15](=O)[C:14]2[C:5](=[C:6]([OH:18])[C:7]3[C:12]([C:13]=2[OH:17])=[CH:11][CH:10]=[CH:9][CH:8]=3)[C:3](=[O:4])[CH2:2]1.[CH2:19]([CH:21]([CH2:24][CH2:25][CH2:26][CH3:27])[CH2:22][NH2:23])[CH3:20]. Product: [CH2:6]([CH:5]([CH2:3][CH2:2][CH2:1][CH3:15])[CH2:14][C:2]1[CH:1]=[C:15]([NH:23][CH2:22][CH:21]([CH2:19][CH3:20])[CH2:24][CH2:25][CH2:26][CH3:27])[C:14]2[C:13](=[O:17])[C:12]3[C:7](=[CH:8][CH:9]=[CH:10][CH:11]=3)[C:6](=[O:18])[C:5]=2[C:3]=1[OH:4])[CH3:7]. The catalyst class is: 4. (2) Reactant: [CH2:1]1[N:6]([C:7]2[CH:16]=[CH:15][C:10]([C:11]([NH:13][NH2:14])=[O:12])=[CH:9][CH:8]=2)[CH2:5][CH2:4][N:3]2[CH2:17][CH2:18][CH2:19][CH:2]12.N1C=CC=CC=1.Cl[C:27]([C:29]1[CH:38]=[CH:37][C:32]([C:33]([O:35][CH3:36])=[O:34])=[CH:31][CH:30]=1)=[O:28].O. Product: [CH2:1]1[N:6]([C:7]2[CH:16]=[CH:15][C:10]([C:11]([NH:13][NH:14][C:27]([C:29]3[CH:38]=[CH:37][C:32]([C:33]([O:35][CH3:36])=[O:34])=[CH:31][CH:30]=3)=[O:28])=[O:12])=[CH:9][CH:8]=2)[CH2:5][CH2:4][N:3]2[CH2:17][CH2:18][CH2:19][CH:2]12. The catalyst class is: 7. (3) Reactant: Cl[C:2]1[C:7]([C:8]#[N:9])=[C:6]([C:10]2[CH:15]=[CH:14][C:13]([O:16][C:17]3[CH:22]=[CH:21][CH:20]=[CH:19][CH:18]=3)=[CH:12][CH:11]=2)[N:5]=[C:4]([C:23]2[CH:28]=[CH:27][C:26]([NH:29][C:30](=[O:32])[CH3:31])=[CH:25][CH:24]=2)[CH:3]=1.[NH2:33][NH2:34]. Product: [NH2:9][C:8]1[C:7]2[C:6]([C:10]3[CH:15]=[CH:14][C:13]([O:16][C:17]4[CH:22]=[CH:21][CH:20]=[CH:19][CH:18]=4)=[CH:12][CH:11]=3)=[N:5][C:4]([C:23]3[CH:28]=[CH:27][C:26]([NH:29][C:30](=[O:32])[CH3:31])=[CH:25][CH:24]=3)=[CH:3][C:2]=2[NH:34][N:33]=1. The catalyst class is: 9.